From a dataset of Forward reaction prediction with 1.9M reactions from USPTO patents (1976-2016). Predict the product of the given reaction. (1) Given the reactants [Cl:1][C:2]1[N:10]=[C:9]2[C:5]([N:6]=[CH:7][N:8]2[CH2:11][CH:12]2[CH2:17][CH2:16][O:15][CH2:14][CH2:13]2)=[C:4]([NH2:18])[N:3]=1.C1C(=O)N([Br:26])C(=O)C1, predict the reaction product. The product is: [Br:26][C:7]1[N:8]([CH2:11][CH:12]2[CH2:17][CH2:16][O:15][CH2:14][CH2:13]2)[C:9]2[C:5]([N:6]=1)=[C:4]([NH2:18])[N:3]=[C:2]([Cl:1])[N:10]=2. (2) Given the reactants [CH3:1][C:2]1[N:7]=[CH:6][C:5]([C:8]([OH:10])=O)=[C:4]([C:11]([OH:13])=O)[CH:3]=1.[C:14]([O:20][CH2:21][CH3:22])(=[O:19])[CH2:15]C(C)=O.C(N(CC)CC)C, predict the reaction product. The product is: [CH2:21]([O:20][C:14]([CH:15]1[C:8](=[O:10])[C:5]2[CH:6]=[N:7][C:2]([CH3:1])=[CH:3][C:4]=2[C:11]1=[O:13])=[O:19])[CH3:22]. (3) Given the reactants [CH3:1][C:2]1[CH:7]=[C:6]([CH2:8][O:9][C:10]([NH:12][C@:13]([CH3:38])([C:34]([O:36]C)=[O:35])[CH2:14][C:15]2[CH:20]=[CH:19][C:18]([O:21]C(OCC3C=C(C)N=C(C)C=3)=O)=[CH:17][CH:16]=2)=[O:11])[CH:5]=[C:4]([CH3:39])[N:3]=1.[Li+].[OH-].Cl, predict the reaction product. The product is: [C:34]([C@:13]([NH:12][C:10](=[O:11])[O:9][CH2:8][C:6]1[CH:7]=[C:2]([CH3:1])[N:3]=[C:4]([CH3:39])[CH:5]=1)([CH3:38])[CH2:14][C:15]1[CH:20]=[CH:19][C:18]([OH:21])=[CH:17][CH:16]=1)([OH:36])=[O:35]. (4) Given the reactants [F:1][C:2]([F:13])([F:12])[C:3](=[O:11])[CH:4](Cl)[C:5]([O:7][CH2:8][CH3:9])=[O:6].[C:14]([NH2:24])(=[O:23])[CH:15]=[CH:16][C:17]1[CH:22]=[CH:21][CH:20]=[CH:19][CH:18]=1.C(=O)(O)[O-].[Na+], predict the reaction product. The product is: [C:17]1(/[CH:16]=[CH:15]/[C:14]2[O:23][CH:4]([C:5]([O:7][CH2:8][CH3:9])=[O:6])[C:3]([OH:11])([C:2]([F:13])([F:12])[F:1])[N:24]=2)[CH:22]=[CH:21][CH:20]=[CH:19][CH:18]=1.